Dataset: Peptide-MHC class I binding affinity with 185,985 pairs from IEDB/IMGT. Task: Regression. Given a peptide amino acid sequence and an MHC pseudo amino acid sequence, predict their binding affinity value. This is MHC class I binding data. (1) The peptide sequence is STGNYNYKYR. The MHC is HLA-A68:01 with pseudo-sequence HLA-A68:01. The binding affinity (normalized) is 0.492. (2) The peptide sequence is LQFTSLEIPR. The MHC is HLA-A33:01 with pseudo-sequence HLA-A33:01. The binding affinity (normalized) is 0.344.